Dataset: Forward reaction prediction with 1.9M reactions from USPTO patents (1976-2016). Task: Predict the product of the given reaction. (1) Given the reactants [CH:1]([C:4]1[CH:5]=[C:6]([CH:9]=[C:10]([CH:14]([CH3:16])[CH3:15])[C:11]=1[O:12][CH3:13])[CH:7]=O)([CH3:3])[CH3:2].[C:17]([C:20]1[CH:28]=[CH:27][CH:26]=[C:25]2[C:21]=1[CH2:22][C:23](=[O:29])[NH:24]2)([OH:19])=[O:18], predict the reaction product. The product is: [CH:1]([C:4]1[CH:5]=[C:6]([CH:9]=[C:10]([CH:14]([CH3:16])[CH3:15])[C:11]=1[O:12][CH3:13])[CH:7]=[C:22]1[C:21]2[C:20]([C:17]([OH:19])=[O:18])=[CH:28][CH:27]=[CH:26][C:25]=2[NH:24][C:23]1=[O:29])([CH3:3])[CH3:2]. (2) Given the reactants [N+:1]([O:4][C@H:5]([CH3:16])[CH2:6][CH2:7][CH2:8][C:9]([O:11]C(C)(C)C)=[O:10])([O-:3])=[O:2].B(F)(F)F.CCOCC, predict the reaction product. The product is: [N+:1]([O:4][C@H:5]([CH3:16])[CH2:6][CH2:7][CH2:8][C:9]([OH:11])=[O:10])([O-:3])=[O:2]. (3) Given the reactants CC(C)=O.OS(O)(=O)=O.O=[Cr](=O)=O.[OH:14][CH:15]([CH2:23][CH:24]([CH3:26])[CH3:25])[C:16]#[C:17][C:18]([O:20][CH2:21][CH3:22])=[O:19], predict the reaction product. The product is: [CH3:26][CH:24]([CH3:25])[CH2:23][C:15](=[O:14])[C:16]#[C:17][C:18]([O:20][CH2:21][CH3:22])=[O:19]. (4) Given the reactants Cl.[NH2:2][C@@H:3]1[CH2:12][CH2:11][CH2:10][C:9]2[C:8]([C:13]3[N:17]=[C:16]([C:18]4[CH:19]=[CH:20][C:21]([O:26][CH:27]([CH3:29])[CH3:28])=[C:22]([CH:25]=4)[C:23]#[N:24])[O:15][N:14]=3)=[CH:7][CH:6]=[CH:5][C:4]1=2.[C:30](Cl)(=[O:32])[CH3:31].CCN(CC)CC, predict the reaction product. The product is: [C:23]([C:22]1[CH:25]=[C:18]([C:16]2[O:15][N:14]=[C:13]([C:8]3[CH:7]=[CH:6][CH:5]=[C:4]4[C:9]=3[CH2:10][CH2:11][CH2:12][C@H:3]4[NH:2][C:30](=[O:32])[CH3:31])[N:17]=2)[CH:19]=[CH:20][C:21]=1[O:26][CH:27]([CH3:29])[CH3:28])#[N:24].